From a dataset of HIV replication inhibition screening data with 41,000+ compounds from the AIDS Antiviral Screen. Binary Classification. Given a drug SMILES string, predict its activity (active/inactive) in a high-throughput screening assay against a specified biological target. (1) The drug is COC(=O)C=CC=Cc1ccc2c(c1OC)C(=O)c1ccccc1C2=O. The result is 0 (inactive). (2) The molecule is NS(=O)(=O)c1ccc(NC(=O)Cc2nc3ccccc3s2)cc1. The result is 0 (inactive).